This data is from Forward reaction prediction with 1.9M reactions from USPTO patents (1976-2016). The task is: Predict the product of the given reaction. The product is: [Cl:19][C:20]1[CH:25]=[CH:24][C:23]([C:26]#[CH:27])=[CH:22][N:21]=1. Given the reactants CCCC[N+](CCCC)(CCCC)CCCC.[F-].[Cl:19][C:20]1[CH:25]=[CH:24][C:23]([C:26]#[C:27][Si](C)(C)C)=[CH:22][N:21]=1, predict the reaction product.